From a dataset of NCI-60 drug combinations with 297,098 pairs across 59 cell lines. Regression. Given two drug SMILES strings and cell line genomic features, predict the synergy score measuring deviation from expected non-interaction effect. (1) Drug 1: C1CCC(CC1)NC(=O)N(CCCl)N=O. Drug 2: C1=NC(=NC(=O)N1C2C(C(C(O2)CO)O)O)N. Synergy scores: CSS=9.09, Synergy_ZIP=-3.18, Synergy_Bliss=-5.44, Synergy_Loewe=-9.40, Synergy_HSA=-6.67. Cell line: OVCAR-5. (2) Drug 2: CN(C)C1=NC(=NC(=N1)N(C)C)N(C)C. Cell line: SK-MEL-5. Synergy scores: CSS=0.149, Synergy_ZIP=-0.0125, Synergy_Bliss=4.09, Synergy_Loewe=-3.22, Synergy_HSA=-2.25. Drug 1: C1CCC(CC1)NC(=O)N(CCCl)N=O. (3) Drug 1: COC1=CC(=CC(=C1O)OC)C2C3C(COC3=O)C(C4=CC5=C(C=C24)OCO5)OC6C(C(C7C(O6)COC(O7)C8=CC=CS8)O)O. Drug 2: CCCCCOC(=O)NC1=NC(=O)N(C=C1F)C2C(C(C(O2)C)O)O. Cell line: HT29. Synergy scores: CSS=40.3, Synergy_ZIP=2.76, Synergy_Bliss=6.68, Synergy_Loewe=-63.1, Synergy_HSA=4.47. (4) Drug 1: CCN(CC)CCNC(=O)C1=C(NC(=C1C)C=C2C3=C(C=CC(=C3)F)NC2=O)C. Drug 2: N.N.Cl[Pt+2]Cl. Cell line: PC-3. Synergy scores: CSS=46.5, Synergy_ZIP=-0.866, Synergy_Bliss=1.40, Synergy_Loewe=1.40, Synergy_HSA=2.72.